From a dataset of Forward reaction prediction with 1.9M reactions from USPTO patents (1976-2016). Predict the product of the given reaction. (1) Given the reactants [CH2:1]([N:4]1[C:12]2[C:11](=[O:13])[NH:10][C:9](=[O:14])[NH:8][C:7]=2[N:6]=[CH:5]1)[CH:2]=[CH2:3].C([O-])([O-])=O.[K+].[K+].[CH2:21](I)[CH2:22][CH2:23][CH3:24], predict the reaction product. The product is: [CH2:21]([N:8]1[C:7]2[N:6]=[CH:5][N:4]([CH2:1][CH:2]=[CH2:3])[C:12]=2[C:11](=[O:13])[NH:10][C:9]1=[O:14])[CH2:22][CH2:23][CH3:24]. (2) Given the reactants [CH3:1][O:2][C:3](=[O:20])[CH2:4][C:5]1[CH:10]=[CH:9][CH:8]=[C:7]([NH:11][C:12]([C:14]2[O:15][C:16](Br)=[CH:17][CH:18]=2)=[O:13])[CH:6]=1.[CH3:21][O:22][C:23]1[CH:24]=[C:25](B(O)O)[CH:26]=[CH:27][CH:28]=1, predict the reaction product. The product is: [CH3:1][O:2][C:3](=[O:20])[CH2:4][C:5]1[CH:10]=[CH:9][CH:8]=[C:7]([NH:11][C:12]([C:14]2[O:15][C:16]([C:27]3[CH:26]=[CH:25][CH:24]=[C:23]([O:22][CH3:21])[CH:28]=3)=[CH:17][CH:18]=2)=[O:13])[CH:6]=1. (3) The product is: [C:14]([Si:1]([C:19]#[CH:20])([C:8]1[CH:13]=[CH:12][CH:11]=[CH:10][CH:9]=1)[C:2]1[CH:7]=[CH:6][CH:5]=[CH:4][CH:3]=1)([CH3:17])([CH3:16])[CH3:15]. Given the reactants [Si:1](Cl)([C:14]([CH3:17])([CH3:16])[CH3:15])([C:8]1[CH:13]=[CH:12][CH:11]=[CH:10][CH:9]=1)[C:2]1[CH:7]=[CH:6][CH:5]=[CH:4][CH:3]=1.[CH2:19]1COC[CH2:20]1, predict the reaction product. (4) Given the reactants [N:1]1([CH2:6][CH2:7][CH2:8][CH2:9][C:10]2[CH:15]=[CH:14][C:13]([OH:16])=[CH:12][CH:11]=2)[CH:5]=[CH:4][N:3]=[N:2]1.[H-].[Na+].Cl[CH2:20][C:21]1[C:22]([CH3:38])=[N:23][C:24]([C:27]2[CH:32]=[CH:31][C:30]([C:33]([F:36])([F:35])[F:34])=[CH:29][C:28]=2[F:37])=[CH:25][CH:26]=1.O, predict the reaction product. The product is: [F:37][C:28]1[CH:29]=[C:30]([C:33]([F:35])([F:36])[F:34])[CH:31]=[CH:32][C:27]=1[C:24]1[N:23]=[C:22]([CH3:38])[C:21]([CH2:20][O:16][C:13]2[CH:12]=[CH:11][C:10]([CH2:9][CH2:8][CH2:7][CH2:6][N:1]3[CH:5]=[CH:4][N:3]=[N:2]3)=[CH:15][CH:14]=2)=[CH:26][CH:25]=1. (5) Given the reactants F[C:2]1[C:3]([CH3:22])=[N:4][C:5]2[C:10]([N:11]=1)=[C:9]([C:12]1[NH:20][C:19]3[CH2:18][CH2:17][NH:16][C:15](=[O:21])[C:14]=3[CH:13]=1)[CH:8]=[CH:7][CH:6]=2.[CH3:23][C:24](=[CH2:27])[CH2:25][NH2:26].CO.C(Cl)Cl, predict the reaction product. The product is: [CH3:22][C:3]1[C:2]([NH:26][CH2:25][C:24]([CH3:27])=[CH2:23])=[N:11][C:10]2[C:5](=[CH:6][CH:7]=[CH:8][C:9]=2[C:12]2[NH:20][C:19]3[CH2:18][CH2:17][NH:16][C:15](=[O:21])[C:14]=3[CH:13]=2)[N:4]=1. (6) Given the reactants [Cl:1][C:2]1[N:3]=[CH:4][C:5]2[NH:11][C:10](=[O:12])[C:9]([CH3:14])([CH3:13])[CH2:8][N:7]([CH:15]3[CH2:19][CH2:18][CH2:17][CH2:16]3)[C:6]=2[N:20]=1.IC.[C:23](=O)([O-])[O-].[Cs+].[Cs+], predict the reaction product. The product is: [Cl:1][C:2]1[N:3]=[CH:4][C:5]2[N:11]([CH3:23])[C:10](=[O:12])[C:9]([CH3:13])([CH3:14])[CH2:8][N:7]([CH:15]3[CH2:16][CH2:17][CH2:18][CH2:19]3)[C:6]=2[N:20]=1.